From a dataset of Reaction yield outcomes from USPTO patents with 853,638 reactions. Predict the reaction yield, written as a fraction of the theoretical maximum amount of product (1.0 means a 100% yield; for example, 0.34 means a 34% yield). (1) The reactants are Br[C:2]1[CH:3]=[C:4]2[C:8](=[CH:9][CH:10]=1)[N:7]([C:11]1[CH:16]=[CH:15][CH:14]=[CH:13][CH:12]=1)[C:6](=[O:17])/[C:5]/2=[N:18]\[C:19]1[CH:24]=[CH:23][CH:22]=[C:21]([C:25]([F:28])([F:27])[F:26])[CH:20]=1.[C:29]1(B(O)O)[CH:34]=[CH:33][CH:32]=[CH:31][CH:30]=1.C([O-])([O-])=O.[Na+].[Na+]. The catalyst is C1COCC1.C1C=CC([P]([Pd]([P](C2C=CC=CC=2)(C2C=CC=CC=2)C2C=CC=CC=2)([P](C2C=CC=CC=2)(C2C=CC=CC=2)C2C=CC=CC=2)[P](C2C=CC=CC=2)(C2C=CC=CC=2)C2C=CC=CC=2)(C2C=CC=CC=2)C2C=CC=CC=2)=CC=1. The product is [C:8]1([N:7]2[C:11]3[C:12](=[CH:13][C:14]([C:29]4[CH:34]=[CH:33][CH:32]=[CH:31][CH:30]=4)=[CH:15][CH:16]=3)/[C:5](=[N:18]/[C:19]3[CH:24]=[CH:23][CH:22]=[C:21]([C:25]([F:28])([F:27])[F:26])[CH:20]=3)/[C:6]2=[O:17])[CH:9]=[CH:10][CH:2]=[CH:3][CH:4]=1. The yield is 0.180. (2) The reactants are [CH2:1]([Li])CCC.[NH:6]([C:13]1[N:18]=[C:17]([C:19]2[N:23]3[CH2:24][CH2:25][CH2:26][CH2:27][C:22]3=[N:21][CH:20]=2)[CH:16]=[CH:15][N:14]=1)[C:7]1[CH:12]=[CH:11][CH:10]=[CH:9][CH:8]=1.IC. The yield is 0.160. The catalyst is CCCCCC.C1COCC1. The product is [NH:6]([C:13]1[N:18]=[C:17]([C:19]2[N:23]3[CH2:24][CH2:25][CH2:26][CH:27]([CH3:1])[C:22]3=[N:21][CH:20]=2)[CH:16]=[CH:15][N:14]=1)[C:7]1[CH:8]=[CH:9][CH:10]=[CH:11][CH:12]=1. (3) The reactants are [CH2:1]([N:4]([C:20]1[CH:25]=[CH:24][C:23]([O:26][CH2:27][CH2:28][O:29][Si:30]([C:33]([CH3:36])([CH3:35])[CH3:34])([CH3:32])[CH3:31])=[C:22]([O:37][CH:38]([F:40])[F:39])[CH:21]=1)[C:5](=[O:19])[C:6]([O:9][C:10]1[CH:15]=[CH:14][C:13]([CH:16]2[CH2:18][CH2:17]2)=[CH:12][CH:11]=1)=[CH:7]C)C=C. The catalyst is C1(C)C=CC=CC=1.Cl[Ru](=C1N(C2C(C)=CC(C)=CC=2C)CCN1C1C(C)=CC(C)=CC=1C)(Cl)(=CC1C=CC=CC=1)[P](C1CCCCC1)(C1CCCCC1)C1CCCCC1. The product is [Si:30]([O:29][CH2:28][CH2:27][O:26][C:23]1[CH:24]=[CH:25][C:20]([N:4]2[CH2:1][CH:7]=[C:6]([O:9][C:10]3[CH:11]=[CH:12][C:13]([CH:16]4[CH2:17][CH2:18]4)=[CH:14][CH:15]=3)[C:5]2=[O:19])=[CH:21][C:22]=1[O:37][CH:38]([F:39])[F:40])([C:33]([CH3:36])([CH3:35])[CH3:34])([CH3:31])[CH3:32]. The yield is 0.691. (4) The reactants are [C:1]([O:5][C:6]([N:8]1[CH2:13][CH2:12][CH2:11][C@@H:10]([C:14]([OH:16])=O)[CH2:9]1)=[O:7])([CH3:4])([CH3:3])[CH3:2].[C:17](N1C=CN=C1)([N:19]1C=CN=[CH:20]1)=O.C(N(CC)CC)C.Cl.CNC. The catalyst is CN(C)C=O. The product is [CH3:17][N:19]([CH3:20])[C:14]([C@@H:10]1[CH2:11][CH2:12][CH2:13][N:8]([C:6]([O:5][C:1]([CH3:4])([CH3:3])[CH3:2])=[O:7])[CH2:9]1)=[O:16]. The yield is 0.800. (5) The reactants are Cl[C:2]1[C:11]2[C:6](=[CH:7][CH:8]=[C:9]([S:12]([C:15]3([F:21])[CH2:20][CH2:19][O:18][CH2:17][CH2:16]3)(=[O:14])=[O:13])[CH:10]=2)[N:5]=[CH:4][CH:3]=1.[CH3:22][C:23]1[C:24]([NH2:29])=[N:25][NH:26][C:27]=1[CH3:28]. The catalyst is C(O)(C)C.Cl. The product is [CH3:22][C:23]1[C:24]([NH:29][C:2]2[C:11]3[C:6](=[CH:7][CH:8]=[C:9]([S:12]([C:15]4([F:21])[CH2:20][CH2:19][O:18][CH2:17][CH2:16]4)(=[O:14])=[O:13])[CH:10]=3)[N:5]=[CH:4][CH:3]=2)=[N:25][NH:26][C:27]=1[CH3:28]. The yield is 0.460. (6) The reactants are [CH2:1]([N:4]1[CH2:9][CH2:8][O:7][CH2:6][CH2:5]1)[CH:2]=[CH2:3].[N+:10]([CH2:13][CH2:14][O:15][CH:16]1[CH2:21][CH2:20][CH2:19][CH2:18][O:17]1)([O-])=[O:11].C1(N=C=O)C=CC=CC=1.C(N(CC)CC)C. The catalyst is C1(C)C=CC=CC=1. The product is [O:17]1[CH2:18][CH2:19][CH2:20][CH2:21][CH:16]1[O:15][CH2:14][C:13]1[CH2:3][CH:2]([CH2:1][N:4]2[CH2:9][CH2:8][O:7][CH2:6][CH2:5]2)[O:11][N:10]=1. The yield is 0.440.